This data is from Catalyst prediction with 721,799 reactions and 888 catalyst types from USPTO. The task is: Predict which catalyst facilitates the given reaction. (1) Reactant: [Si]([O:8][C@@H:9]1[C@@H:13]([C@@H:14]([O:18][C:19]([C:32]2[CH:37]=[CH:36][C:35]([O:38][CH3:39])=[CH:34][CH:33]=2)([C:26]2[CH:31]=[CH:30][CH:29]=[CH:28][CH:27]=2)[C:20]2[CH:25]=[CH:24][CH:23]=[CH:22][CH:21]=2)[CH2:15][CH:16]=[CH2:17])[O:12][C@@H:11]([N:40]2[CH:45]=[CH:44][C:43](=[O:46])[NH:42][C:41]2=[O:47])[C@@H:10]1[O:48][CH3:49])(C(C)(C)C)(C)C. Product: [OH:8][C@@H:9]1[C@@H:13]([C@@H:14]([O:18][C:19]([C:32]2[CH:33]=[CH:34][C:35]([O:38][CH3:39])=[CH:36][CH:37]=2)([C:20]2[CH:25]=[CH:24][CH:23]=[CH:22][CH:21]=2)[C:26]2[CH:31]=[CH:30][CH:29]=[CH:28][CH:27]=2)[CH2:15][CH:16]=[CH2:17])[O:12][C@@H:11]([N:40]2[CH:45]=[CH:44][C:43](=[O:46])[NH:42][C:41]2=[O:47])[C@@H:10]1[O:48][CH3:49]. The catalyst class is: 1. (2) Reactant: [NH2:1][C:2]1[CH:7]=[CH:6][C:5]([C@@H:8]2[O:13][CH2:12][CH2:11][N:10]([C:14]([O:16][C:17]([CH3:20])([CH3:19])[CH3:18])=[O:15])[CH2:9]2)=[CH:4][CH:3]=1.Cl[C:22]1[C:27]([Cl:28])=[CH:26][CH:25]=[CH:24][N:23]=1.C(=O)([O-])[O-].[Cs+].[Cs+].CC1(C)C2C(=C(P(C3C=CC=CC=3)C3C=CC=CC=3)C=CC=2)OC2C(P(C3C=CC=CC=3)C3C=CC=CC=3)=CC=CC1=2. Product: [Cl:28][C:27]1[C:22]([NH:1][C:2]2[CH:7]=[CH:6][C:5]([C@@H:8]3[O:13][CH2:12][CH2:11][N:10]([C:14]([O:16][C:17]([CH3:20])([CH3:19])[CH3:18])=[O:15])[CH2:9]3)=[CH:4][CH:3]=2)=[N:23][CH:24]=[CH:25][CH:26]=1. The catalyst class is: 12. (3) Reactant: [NH2:1][CH2:2][C:3]1[CH:8]=[CH:7][N:6]=[C:5]([CH3:9])[C:4]=1[CH3:10].C(N(CC)CC)C.[CH:18]1([O:23][C:24]2[C:25]([CH3:34])=[C:26]([S:30](Cl)(=[O:32])=[O:31])[CH:27]=[CH:28][CH:29]=2)[CH2:22][CH2:21][CH2:20][CH2:19]1. The catalyst class is: 23. Product: [CH:18]1([O:23][C:24]2[C:25]([CH3:34])=[C:26]([S:30]([NH:1][CH2:2][C:3]3[CH:8]=[CH:7][N:6]=[C:5]([CH3:9])[C:4]=3[CH3:10])(=[O:32])=[O:31])[CH:27]=[CH:28][CH:29]=2)[CH2:19][CH2:20][CH2:21][CH2:22]1. (4) Reactant: [H-].[Na+].O1CCCC1.[C:8]([O:12][C:13]([NH:15][C@H:16]1[CH2:21][CH2:20][C@H:19]([OH:22])[CH2:18][CH2:17]1)=[O:14])([CH3:11])([CH3:10])[CH3:9].Cl[C:24]1[CH:29]=[CH:28][C:27]([N+:30]([O-:32])=[O:31])=[CH:26][N:25]=1. Product: [C:8]([O:12][C:13]([NH:15][C@H:16]1[CH2:17][CH2:18][C@H:19]([O:22][C:24]2[CH:29]=[CH:28][C:27]([N+:30]([O-:32])=[O:31])=[CH:26][N:25]=2)[CH2:20][CH2:21]1)=[O:14])([CH3:11])([CH3:9])[CH3:10]. The catalyst class is: 374. (5) Reactant: [CH3:1][O:2][C:3]1[CH:20]=[CH:19][C:6]([CH2:7][N:8]2[CH:12]=[C:11]([C:13]3[CH:18]=[CH:17][CH:16]=[CH:15][CH:14]=3)[N:10]=[CH:9]2)=[CH:5][CH:4]=1.C([Li])CCC.CN([CH:29]=[O:30])C.[NH4+].[Cl-]. Product: [CH3:1][O:2][C:3]1[CH:4]=[CH:5][C:6]([CH2:7][N:8]2[CH:12]=[C:11]([C:13]3[CH:18]=[CH:17][CH:16]=[CH:15][CH:14]=3)[N:10]=[C:9]2[CH:29]=[O:30])=[CH:19][CH:20]=1. The catalyst class is: 1. (6) Reactant: [NH2:1][C:2]1[CH:3]=[C:4]([S:8]([NH2:11])(=[O:10])=[O:9])[CH:5]=[CH:6][CH:7]=1.N1C=CC=CC=1.[Cl:18][C:19]1[C:20]([C:29](Cl)=[O:30])=[N:21][C:22]2[C:27]([N:28]=1)=[CH:26][CH:25]=[CH:24][CH:23]=2.O. Product: [Cl:18][C:19]1[C:20]([C:29]([NH:1][C:2]2[CH:7]=[CH:6][CH:5]=[C:4]([S:8](=[O:9])(=[O:10])[NH2:11])[CH:3]=2)=[O:30])=[N:21][C:22]2[C:27]([N:28]=1)=[CH:26][CH:25]=[CH:24][CH:23]=2. The catalyst class is: 4. (7) Reactant: [CH2:1]([O:8][C:9](=[O:29])[C@H:10]([CH2:19][C:20]1[C:28]2[C:23](=[CH:24][CH:25]=[CH:26][CH:27]=2)[NH:22][CH:21]=1)[NH:11][C:12]([O:14][C:15]([CH3:18])([CH3:17])[CH3:16])=[O:13])[C:2]1[CH:7]=[CH:6][CH:5]=[CH:4][CH:3]=1.I[CH2:31][CH2:32][CH2:33][CH2:34][CH3:35].[H-].[Na+]. Product: [CH2:1]([O:8][C:9](=[O:29])[CH:10]([NH:11][C:12]([O:14][C:15]([CH3:16])([CH3:18])[CH3:17])=[O:13])[CH2:19][C:20]1[C:28]2[C:23](=[CH:24][CH:25]=[CH:26][CH:27]=2)[N:22]([CH2:31][CH2:32][CH2:33][CH2:34][CH3:35])[CH:21]=1)[C:2]1[CH:7]=[CH:6][CH:5]=[CH:4][CH:3]=1. The catalyst class is: 1. (8) Reactant: [I-].[CH3:2][S+](C)(C)=O.[H-].[Na+].[Cl:9][C:10]1[C:15](/[CH:16]=[CH:17]/[C:18]([O:20][CH2:21][CH3:22])=[O:19])=[CH:14][CH:13]=[C:12]([C:23]2[CH:28]=[CH:27][CH:26]=[C:25]([C:29]([F:32])([F:31])[F:30])[CH:24]=2)[N:11]=1. Product: [Cl:9][C:10]1[C:15]([C@@H:16]2[CH2:2][C@H:17]2[C:18]([O:20][CH2:21][CH3:22])=[O:19])=[CH:14][CH:13]=[C:12]([C:23]2[CH:28]=[CH:27][CH:26]=[C:25]([C:29]([F:30])([F:31])[F:32])[CH:24]=2)[N:11]=1. The catalyst class is: 16. (9) Reactant: [H-].[H-].[H-].[H-].[Li+].[Al+3].[CH2:7]([N:14]1[CH2:29][CH2:28][N:17]2[C:18]3[N:27]=[CH:26][CH:25]=[CH:24][C:19]=3[NH:20][C:21](=O)[CH2:22][CH:16]2[CH2:15]1)[C:8]1[CH:13]=[CH:12][CH:11]=[CH:10][CH:9]=1. Product: [CH2:7]([N:14]1[CH2:29][CH2:28][N:17]2[C:18]3[N:27]=[CH:26][CH:25]=[CH:24][C:19]=3[NH:20][CH2:21][CH2:22][CH:16]2[CH2:15]1)[C:8]1[CH:13]=[CH:12][CH:11]=[CH:10][CH:9]=1. The catalyst class is: 7.